From a dataset of Peptide-MHC class I binding affinity with 185,985 pairs from IEDB/IMGT. Regression. Given a peptide amino acid sequence and an MHC pseudo amino acid sequence, predict their binding affinity value. This is MHC class I binding data. (1) The peptide sequence is MLEMWKNGPCY. The MHC is Mamu-A02 with pseudo-sequence Mamu-A02. The binding affinity (normalized) is 0.434. (2) The peptide sequence is ITMYVAFEQ. The MHC is HLA-B39:01 with pseudo-sequence HLA-B39:01. The binding affinity (normalized) is 0.0847. (3) The peptide sequence is EVIPMFSAL. The MHC is HLA-A02:50 with pseudo-sequence HLA-A02:50. The binding affinity (normalized) is 0.0847. (4) The peptide sequence is RFFKHFMSL. The MHC is HLA-B45:06 with pseudo-sequence HLA-B45:06. The binding affinity (normalized) is 0.213. (5) The peptide sequence is LLMEGLKLLS. The MHC is HLA-A02:01 with pseudo-sequence HLA-A02:01. The binding affinity (normalized) is 0.769. (6) The peptide sequence is LPDGQVIWV. The MHC is HLA-B07:02 with pseudo-sequence HLA-B07:02. The binding affinity (normalized) is 0.0641. (7) The peptide sequence is CCFHCQVC. The MHC is HLA-A29:02 with pseudo-sequence HLA-A29:02. The binding affinity (normalized) is 0.104.